From a dataset of Catalyst prediction with 721,799 reactions and 888 catalyst types from USPTO. Predict which catalyst facilitates the given reaction. (1) Reactant: [F:1][C:2]1[CH:3]=[CH:4][C:5]([O:10][CH:11]2[CH2:16][CH2:15][O:14][CH2:13][CH2:12]2)=[C:6]([CH:9]=1)[CH:7]=O.[Li+].C[Si]([N-:22][Si](C)(C)C)(C)C.[C:27](Cl)(=[O:29])[CH3:28].Cl[Si:32]([CH2:37]C)([CH2:35]C)[CH2:33]C. Product: [F:1][C:2]1[CH:3]=[CH:4][C:5]([O:10][CH:11]2[CH2:16][CH2:15][O:14][CH2:13][CH2:12]2)=[C:6]([CH:7]=[N:22][C:27]([O:29][Si:32]([CH3:37])([CH3:35])[CH3:33])=[CH2:28])[CH:9]=1. The catalyst class is: 66. (2) Reactant: C([N:8]1[CH2:12][C@H:11]([C:13]2[CH:18]=[CH:17][CH:16]=[C:15]([C:19]([F:22])([F:21])[F:20])[CH:14]=2)[C@@H:10]([CH2:23][O:24][Si:25]([C:28]([CH3:31])([CH3:30])[CH3:29])([CH3:27])[CH3:26])[CH2:9]1)C1C=CC=CC=1.C([O-])=O.[NH4+].CO. Product: [Si:25]([O:24][CH2:23][C@@H:10]1[C@@H:11]([C:13]2[CH:18]=[CH:17][CH:16]=[C:15]([C:19]([F:21])([F:20])[F:22])[CH:14]=2)[CH2:12][NH:8][CH2:9]1)([C:28]([CH3:31])([CH3:30])[CH3:29])([CH3:27])[CH3:26]. The catalyst class is: 522. (3) Reactant: [C:1]([O:5][C:6]([N:8]1[CH2:13][CH2:12][C@H:11]([C:14]([OH:16])=O)[C@H:10]([C:17]2[CH:22]=[CH:21][C:20]([F:23])=[CH:19][CH:18]=2)[CH2:9]1)=[O:7])([CH3:4])([CH3:3])[CH3:2].[CH:24]1([NH2:27])[CH2:26][CH2:25]1.CCN=C=NCCCN(C)C.Cl.C1C=CC2N(O)N=NC=2C=1.O. Product: [CH:24]1([NH:27][C:14]([C@H:11]2[CH2:12][CH2:13][N:8]([C:6]([O:5][C:1]([CH3:3])([CH3:4])[CH3:2])=[O:7])[CH2:9][C@H:10]2[C:17]2[CH:22]=[CH:21][C:20]([F:23])=[CH:19][CH:18]=2)=[O:16])[CH2:26][CH2:25]1. The catalyst class is: 144. (4) Reactant: Br[C:2]1[CH:7]=[C:6]([CH3:8])[C:5]([NH:9][C:10]([NH:12][C:13]2[CH:14]=[C:15]([C:34]3[CH:39]=[CH:38][C:37]([F:40])=[C:36]([F:41])[CH:35]=3)[CH:16]=[CH:17][C:18]=2[C:19]([NH:21][C@H:22]([C:30]([O:32][CH3:33])=[O:31])[C@@H:23]([CH3:29])[O:24][C:25]([CH3:28])([CH3:27])[CH3:26])=[O:20])=[O:11])=[C:4]([CH3:42])[CH:3]=1.[CH2:43]([Sn](CCCC)(CCCC)CC=C)[CH2:44][CH2:45]C. Product: [CH3:26][C:25]([O:24][C@H:23]([CH3:29])[C@@H:22]([C:30]([O:32][CH3:33])=[O:31])[NH:21][C:19]([C:18]1[CH:17]=[CH:16][C:15]([C:34]2[CH:39]=[CH:38][C:37]([F:40])=[C:36]([F:41])[CH:35]=2)=[CH:14][C:13]=1[NH:12][C:10]([NH:9][C:5]1[C:6]([CH3:8])=[CH:7][C:2]([CH2:45][CH:44]=[CH2:43])=[CH:3][C:4]=1[CH3:42])=[O:11])=[O:20])([CH3:28])[CH3:27]. The catalyst class is: 790. (5) Reactant: [NH2:1][C:2]1[C:7]2[C:8]([C:11]3[CH:16]=[CH:15][C:14]([NH:17][C:18]([C:20]4[N:21]([CH3:29])[C:22]5[C:27]([CH:28]=4)=[CH:26][CH:25]=[CH:24][CH:23]=5)=[O:19])=[C:13]([O:30][CH3:31])[CH:12]=3)=[CH:9][S:10][C:6]=2[C:5]([C:32]#[C:33][CH2:34][NH:35][CH:36]2[CH2:45][CH2:44][C:39]3(OCC[O:40]3)[CH2:38][CH2:37]2)=[CH:4][N:3]=1.Cl.C(=O)([O-])[O-].[Na+].[Na+].O. Product: [NH2:1][C:2]1[C:7]2[C:8]([C:11]3[CH:16]=[CH:15][C:14]([NH:17][C:18]([C:20]4[N:21]([CH3:29])[C:22]5[C:27]([CH:28]=4)=[CH:26][CH:25]=[CH:24][CH:23]=5)=[O:19])=[C:13]([O:30][CH3:31])[CH:12]=3)=[CH:9][S:10][C:6]=2[C:5]([C:32]#[C:33][CH2:34][NH:35][CH:36]2[CH2:37][CH2:38][C:39](=[O:40])[CH2:44][CH2:45]2)=[CH:4][N:3]=1. The catalyst class is: 372. (6) Reactant: [Cl:1][C:2]1[O:6][C:5]([CH:7]([O:10][C:11]2[C:12]([F:21])=[C:13]([C:17]([F:20])=[CH:18][CH:19]=2)[C:14]([NH2:16])=[O:15])[CH2:8][OH:9])=[N:4][C:3]=1[C:22]1[CH:27]=[CH:26][C:25]([C:28]([F:31])([F:30])[F:29])=[CH:24][CH:23]=1.C(N([CH2:37][CH3:38])CC)C.C([CH:41]([CH2:45][C:46](Cl)=[O:47])[C:42](Cl)=[O:43])C.[OH2:49]. Product: [C:46]([O:9][CH2:8][CH:7]([O:10][C:11]1[CH:19]=[CH:18][C:17]([F:20])=[C:13]([C:14](=[O:15])[NH2:16])[C:12]=1[F:21])[C:5]1[O:6][C:2]([Cl:1])=[C:3]([C:22]2[CH:27]=[CH:26][C:25]([C:28]([F:29])([F:30])[F:31])=[CH:24][CH:23]=2)[N:4]=1)(=[O:47])[CH2:45][CH2:41][C:42]([O:43][CH2:37][CH3:38])=[O:49]. The catalyst class is: 2. (7) Reactant: [OH:1][C:2]1[CH:3]=[C:4]([CH:8]([C:11]([O:13][C:14]([CH3:17])([CH3:16])[CH3:15])=[O:12])[CH2:9][NH2:10])[CH:5]=[CH:6][CH:7]=1.C([O-])([O-])=O.[K+].[K+].Br[CH2:25][CH2:26][CH2:27][CH3:28]. Product: [CH2:25]([O:1][C:2]1[CH:3]=[C:4]([CH:8]([C:11]([O:13][C:14]([CH3:17])([CH3:16])[CH3:15])=[O:12])[CH2:9][NH2:10])[CH:5]=[CH:6][CH:7]=1)[CH2:26][CH2:27][CH3:28]. The catalyst class is: 21.